Dataset: Full USPTO retrosynthesis dataset with 1.9M reactions from patents (1976-2016). Task: Predict the reactants needed to synthesize the given product. (1) Given the product [CH:1]1([NH:4][C:5](=[O:24])[C:6]2[CH:11]=[CH:10][C:9]([CH3:12])=[C:8]([C:13]3[CH:14]=[C:15]4[C:20](=[CH:21][CH:22]=3)[C:19](=[O:23])[N:18]([CH2:32][CH:33]([CH2:36][CH3:37])[CH2:34][CH3:35])[CH:17]=[CH:16]4)[CH:7]=2)[CH2:2][CH2:3]1, predict the reactants needed to synthesize it. The reactants are: [CH:1]1([NH:4][C:5](=[O:24])[C:6]2[CH:11]=[CH:10][C:9]([CH3:12])=[C:8]([C:13]3[CH:14]=[C:15]4[C:20](=[CH:21][CH:22]=3)[C:19](=[O:23])[NH:18][CH:17]=[CH:16]4)[CH:7]=2)[CH2:3][CH2:2]1.C(=O)([O-])[O-].[K+].[K+].Br[CH2:32][CH:33]([CH2:36][CH3:37])[CH2:34][CH3:35]. (2) Given the product [CH3:12][O:11][C:9]([C:4]1([CH3:13])[CH2:5][C:6](=[O:8])[C:7]2[C:21]([C:22]([OH:24])=[O:23])=[CH:20][O:1][C:2]=2[CH2:3]1)=[O:10], predict the reactants needed to synthesize it. The reactants are: [OH:1][C:2]1[CH2:3][C:4]([CH3:13])([C:9]([O:11][CH3:12])=[O:10])[CH2:5][C:6](=[O:8])[CH:7]=1.C(=O)(O)[O-].[Na+].Br[CH2:20][C:21](=O)[C:22]([OH:24])=[O:23].